The task is: Regression. Given two drug SMILES strings and cell line genomic features, predict the synergy score measuring deviation from expected non-interaction effect.. This data is from NCI-60 drug combinations with 297,098 pairs across 59 cell lines. (1) Synergy scores: CSS=-4.97, Synergy_ZIP=1.84, Synergy_Bliss=0.415, Synergy_Loewe=-3.32, Synergy_HSA=-3.36. Cell line: OVCAR-8. Drug 2: C(CC(=O)O)C(=O)CN.Cl. Drug 1: CC1=C(C=C(C=C1)C(=O)NC2=CC(=CC(=C2)C(F)(F)F)N3C=C(N=C3)C)NC4=NC=CC(=N4)C5=CN=CC=C5. (2) Drug 1: CC1=C(C=C(C=C1)NC2=NC=CC(=N2)N(C)C3=CC4=NN(C(=C4C=C3)C)C)S(=O)(=O)N.Cl. Drug 2: CC(CN1CC(=O)NC(=O)C1)N2CC(=O)NC(=O)C2. Cell line: SK-OV-3. Synergy scores: CSS=3.67, Synergy_ZIP=-1.80, Synergy_Bliss=-2.74, Synergy_Loewe=-4.19, Synergy_HSA=-4.53.